Task: Predict the reactants needed to synthesize the given product.. Dataset: Full USPTO retrosynthesis dataset with 1.9M reactions from patents (1976-2016) Given the product [CH3:19][O:18][C:16]([CH:15]1[C:22](=[O:24])[CH2:21][C:11]2([CH2:12][N:9]([C:7]([O:6][C:2]([CH3:4])([CH3:5])[CH3:3])=[O:8])[CH2:10]2)[NH:13][C:14]1=[O:20])=[O:17], predict the reactants needed to synthesize it. The reactants are: [Na].[C:2]([O:6][C:7]([N:9]1[CH2:12][C:11]([CH2:21][C:22]([O:24]C)=O)([NH:13][C:14](=[O:20])[CH2:15][C:16]([O:18][CH3:19])=[O:17])[CH2:10]1)=[O:8])([CH3:5])([CH3:4])[CH3:3].